This data is from Full USPTO retrosynthesis dataset with 1.9M reactions from patents (1976-2016). The task is: Predict the reactants needed to synthesize the given product. (1) Given the product [CH:2]([C:5]1[CH:10]=[C:9]([CH:11]([CH3:13])[CH3:12])[CH:8]=[CH:7][C:6]=1[NH2:14])([CH3:4])[CH3:3], predict the reactants needed to synthesize it. The reactants are: [Sn].[CH:2]([C:5]1[CH:10]=[C:9]([CH:11]([CH3:13])[CH3:12])[CH:8]=[CH:7][C:6]=1[N+:14]([O-])=O)([CH3:4])[CH3:3].Cl.C(O)(=O)C. (2) Given the product [NH2:40][C:26]1[O:27][C:28]2[C:29](=[N:30][CH:31]=[C:32]([CH:34]3[CH2:39][CH2:38][O:37][CH2:36][CH2:35]3)[CH:33]=2)[C:25]=1[C:23]([NH:22][C:17]1[CH:18]=[N:19][CH:20]=[CH:21][C:16]=1[N:11]1[CH2:12][C@H:13]([CH3:15])[CH2:14][C@H:9]([NH2:8])[CH2:10]1)=[O:24], predict the reactants needed to synthesize it. The reactants are: C(OC([NH:8][C@H:9]1[CH2:14][C@@H:13]([CH3:15])[CH2:12][N:11]([C:16]2[CH:21]=[CH:20][N:19]=[CH:18][C:17]=2[NH:22][C:23]([C:25]2[C:29]3=[N:30][CH:31]=[C:32]([CH:34]4[CH2:39][CH2:38][O:37][CH2:36][CH2:35]4)[CH:33]=[C:28]3[O:27][C:26]=2[NH:40]C(=O)OC(C)(C)C)=[O:24])[CH2:10]1)=O)(C)(C)C.C(O)(C(F)(F)F)=O. (3) Given the product [CH2:1]([O:3][C:4]1[CH:11]=[CH:10][C:7](/[CH:8]=[CH:12]/[C:13]([C:15]2[CH:16]=[C:17]([O:23][CH3:24])[CH:18]=[C:19]([O:21][CH3:22])[CH:20]=2)=[O:14])=[CH:6][CH:5]=1)[CH3:2], predict the reactants needed to synthesize it. The reactants are: [CH2:1]([O:3][C:4]1[CH:11]=[CH:10][C:7]([CH:8]=O)=[CH:6][CH:5]=1)[CH3:2].[CH3:12][C:13]([C:15]1[CH:20]=[C:19]([O:21][CH3:22])[CH:18]=[C:17]([O:23][CH3:24])[CH:16]=1)=[O:14].[OH-].[Na+]. (4) Given the product [CH3:10][O:9][C:7](=[O:8])[C:6]1[CH:11]=[C:2]([C:36]2[CH:37]=[CH:38][C:33]([C:31]#[N:32])=[CH:34][CH:35]=2)[C:3]([O:12][CH2:13][C:14]([F:17])([F:16])[F:15])=[N:4][CH:5]=1, predict the reactants needed to synthesize it. The reactants are: Br[C:2]1[C:3]([O:12][CH2:13][C:14]([F:17])([F:16])[F:15])=[N:4][CH:5]=[C:6]([CH:11]=1)[C:7]([O:9][CH3:10])=[O:8].C(=O)([O-])[O-].[Cs+].[Cs+].C1(C)C=CC=CC=1.[C:31]([C:33]1[CH:38]=[CH:37][C:36]([B-](F)(F)F)=[CH:35][CH:34]=1)#[N:32].[K+]. (5) Given the product [CH3:24][C:23]1[CH:22]=[CH:21][N:20]=[CH:19][C:18]=1[N:15]1[CH2:16][CH2:17][N:13]([C:10]2[CH:9]=[C:8]3[C:7]([C:6](=[O:5])[NH:2][NH:3]3)=[CH:12][CH:11]=2)[C:14]1=[O:25], predict the reactants needed to synthesize it. The reactants are: O.[NH2:2][NH2:3].C[O:5][C:6](=O)[C:7]1[CH:12]=[CH:11][C:10]([N:13]2[CH2:17][CH2:16][N:15]([C:18]3[CH:19]=[N:20][CH:21]=[CH:22][C:23]=3[CH3:24])[C:14]2=[O:25])=[CH:9][C:8]=1F.CO. (6) Given the product [Cl:11][CH2:12][CH2:13][CH2:14][C:15]#[C:16][C:2]1[CH:7]=[CH:6][C:5]([N+:8]([O-:10])=[O:9])=[CH:4][CH:3]=1, predict the reactants needed to synthesize it. The reactants are: I[C:2]1[CH:7]=[CH:6][C:5]([N+:8]([O-:10])=[O:9])=[CH:4][CH:3]=1.[Cl:11][CH2:12][CH2:13][CH2:14][C:15]#[CH:16]. (7) Given the product [NH2:1][C:2]1[C:3]([C:16]([NH:18][C@H:19]2[CH2:24][CH2:23][CH2:22][NH:21][CH2:20]2)=[O:17])=[N:4][C:5]([C:8]2[CH:13]=[CH:12][CH:11]=[C:10]([CH2:14][NH:15][C:37]([C:36]3[CH:40]=[CH:41][C:33]([F:32])=[CH:34][CH:35]=3)=[O:38])[CH:9]=2)=[CH:6][N:7]=1, predict the reactants needed to synthesize it. The reactants are: [NH2:1][C:2]1[C:3]([C:16]([NH:18][C@H:19]2[CH2:24][CH2:23][CH2:22][N:21](C(OC(C)(C)C)=O)[CH2:20]2)=[O:17])=[N:4][C:5]([C:8]2[CH:13]=[CH:12][CH:11]=[C:10]([CH2:14][NH2:15])[CH:9]=2)=[CH:6][N:7]=1.[F:32][C:33]1[CH:41]=[CH:40][C:36]([C:37](O)=[O:38])=[CH:35][CH:34]=1.C1C=CC2N(O)N=NC=2C=1.CCN=C=NCCCN(C)C. (8) Given the product [CH2:31]([N:33]([C:34]1[CH:39]=[CH:38][CH:37]=[CH:36][CH:35]=1)[C:26]([N:17]1[CH2:16][CH2:15][C:12]2([C:11](=[O:20])[N:10]([C:7]3[CH:8]=[CH:9][C:4]([O:3][C:2]([F:1])([F:21])[F:22])=[CH:5][CH:6]=3)[CH2:14][CH2:13]2)[CH2:19][CH2:18]1)=[O:25])[CH3:32], predict the reactants needed to synthesize it. The reactants are: [F:1][C:2]([F:22])([F:21])[O:3][C:4]1[CH:9]=[CH:8][C:7]([N:10]2[CH2:14][CH2:13][C:12]3([CH2:19][CH2:18][NH:17][CH2:16][CH2:15]3)[C:11]2=[O:20])=[CH:6][CH:5]=1.O=C(Cl)[O:25][C:26](Cl)(Cl)Cl.[CH2:31]([NH:33][C:34]1[CH:39]=[CH:38][CH:37]=[CH:36][CH:35]=1)[CH3:32].